Dataset: Catalyst prediction with 721,799 reactions and 888 catalyst types from USPTO. Task: Predict which catalyst facilitates the given reaction. (1) Reactant: [NH2:1][C:2]1[CH:3]=[N:4][CH:5]=[CH:6][C:7]=1[N:8]1[CH2:13][C@H:12]([CH3:14])[CH2:11][C@H:10]([NH:15][C:16](=[O:22])[O:17][C:18]([CH3:21])([CH3:20])[CH3:19])[CH2:9]1.[C:23](N1C=CN=C1)(N1C=CN=C1)=[S:24]. Product: [N:1]([C:2]1[CH:3]=[N:4][CH:5]=[CH:6][C:7]=1[N:8]1[CH2:13][C@H:12]([CH3:14])[CH2:11][C@H:10]([NH:15][C:16](=[O:22])[O:17][C:18]([CH3:21])([CH3:20])[CH3:19])[CH2:9]1)=[C:23]=[S:24]. The catalyst class is: 1. (2) Reactant: [Br:1][C:2]1[C:7]([F:8])=[CH:6][C:5]([N+:9]([O-:11])=[O:10])=[C:4](F)[CH:3]=1.Cl.Cl.[O:15]1[CH2:20][CH2:19][CH:18]([N:21]2[CH2:26][CH2:25][CH:24]([NH2:27])[CH2:23][CH2:22]2)[CH2:17][CH2:16]1.C(N(C(C)C)CC)(C)C. Product: [Br:1][C:2]1[C:7]([F:8])=[CH:6][C:5]([N+:9]([O-:11])=[O:10])=[C:4]([NH:27][CH:24]2[CH2:23][CH2:22][N:21]([CH:18]3[CH2:19][CH2:20][O:15][CH2:16][CH2:17]3)[CH2:26][CH2:25]2)[CH:3]=1. The catalyst class is: 9. (3) Reactant: C(Cl)CCl.[O:5]=[C:6]1[NH:15][C:14]2[N:13]=[CH:12][C:11](/[CH:16]=[CH:17]/[C:18]([OH:20])=O)=[CH:10][C:9]=2[CH:8]=[CH:7]1.C1C=CC2N(O)N=NC=2C=1.[CH3:31][NH:32][C@@H:33]([C:35]1[O:36][C:37]2[CH:44]=[CH:43][CH:42]=[CH:41][C:38]=2[C:39]=1[CH3:40])[CH3:34].C(N(C(C)C)C(C)C)C. Product: [CH3:31][N:32]([C@@H:33]([C:35]1[O:36][C:37]2[CH:44]=[CH:43][CH:42]=[CH:41][C:38]=2[C:39]=1[CH3:40])[CH3:34])[C:18](=[O:20])/[CH:17]=[CH:16]/[C:11]1[CH:12]=[N:13][C:14]2[NH:15][C:6](=[O:5])[CH:7]=[CH:8][C:9]=2[CH:10]=1. The catalyst class is: 18. (4) Reactant: [F:1][C:2]1[CH:3]=[C:4]([C@H:8]2[NH:13][CH2:12][C@@H:11]([CH3:14])[O:10][CH2:9]2)[CH:5]=[CH:6][CH:7]=1.Cl[C:16]1[N:26]=[CH:25][C:19]2[O:20][CH2:21][C:22](=[O:24])[NH:23][C:18]=2[CH:17]=1. Product: [F:1][C:2]1[CH:3]=[C:4]([C@H:8]2[CH2:9][O:10][C@@H:11]([CH3:14])[CH2:12][N:13]2[C:16]2[N:26]=[CH:25][C:19]3[O:20][CH2:21][C:22](=[O:24])[NH:23][C:18]=3[CH:17]=2)[CH:5]=[CH:6][CH:7]=1. The catalyst class is: 16. (5) Reactant: [OH:1][C:2]1[C:3]([CH3:18])=[C:4]([CH:15]=[CH:16][CH:17]=1)[C:5]([N:7]([CH3:14])[C:8]1[CH:13]=[CH:12][CH:11]=[CH:10][CH:9]=1)=[O:6].C([O-])([O-])=O.[K+].[K+].[CH3:25][O:26][CH2:27][CH2:28]Br. Product: [CH3:25][O:26][CH2:27][CH2:28][O:1][C:2]1[C:3]([CH3:18])=[C:4]([CH:15]=[CH:16][CH:17]=1)[C:5]([N:7]([CH3:14])[C:8]1[CH:13]=[CH:12][CH:11]=[CH:10][CH:9]=1)=[O:6]. The catalyst class is: 3.